Task: Predict the product of the given reaction.. Dataset: Forward reaction prediction with 1.9M reactions from USPTO patents (1976-2016) Given the reactants [I:1][C:2]1[CH:3]=[C:4]([N:8]2[C:16]3[C:11](=[CH:12][C:13]([O:17][CH3:18])=[CH:14][CH:15]=3)[C:10]([C:19]([O:21]C)=O)=[N:9]2)[CH:5]=[CH:6][CH:7]=1.[NH3:23], predict the reaction product. The product is: [I:1][C:2]1[CH:3]=[C:4]([N:8]2[C:16]3[C:11](=[CH:12][C:13]([O:17][CH3:18])=[CH:14][CH:15]=3)[C:10]([C:19]([NH2:23])=[O:21])=[N:9]2)[CH:5]=[CH:6][CH:7]=1.